Dataset: Reaction yield outcomes from USPTO patents with 853,638 reactions. Task: Predict the reaction yield, written as a fraction of the theoretical maximum amount of product (1.0 means a 100% yield; for example, 0.34 means a 34% yield). (1) The reactants are [NH2:1][C:2]1[C:3]([NH:12]C(OC(C)(C)C)=O)=[C:4]([CH:9]=[CH:10][CH:11]=1)[C:5]([O:7][CH3:8])=[O:6]. The catalyst is FC(F)(F)C(O)=O. The product is [NH2:12][C:3]1[C:2]([NH2:1])=[CH:11][CH:10]=[CH:9][C:4]=1[C:5]([O:7][CH3:8])=[O:6]. The yield is 0.640. (2) The reactants are [Br:1][C:2]1[CH:3]=[C:4]2[C:9](=[CH:10][CH:11]=1)[N:8]=[CH:7][C:6]([C:12]([CH:14]1[CH2:16][CH2:15]1)=[O:13])=[C:5]2Cl.[NH2:18][C:19]1[CH:33]=[CH:32][C:22]([CH2:23][NH:24][C:25](=[O:31])[O:26][C:27]([CH3:30])([CH3:29])[CH3:28])=[CH:21][CH:20]=1. No catalyst specified. The product is [Br:1][C:2]1[CH:3]=[C:4]2[C:9](=[CH:10][CH:11]=1)[N:8]=[CH:7][C:6]([C:12]([CH:14]1[CH2:16][CH2:15]1)=[O:13])=[C:5]2[NH:18][C:19]1[CH:33]=[CH:32][C:22]([CH2:23][NH:24][C:25](=[O:31])[O:26][C:27]([CH3:29])([CH3:30])[CH3:28])=[CH:21][CH:20]=1. The yield is 0.780. (3) The reactants are [CH:1]([N:4]1[CH2:9][CH2:8][N:7]([CH2:10][C:11]2[CH:18]=[CH:17][C:14]([CH:15]=O)=[CH:13][CH:12]=2)[CH2:6][CH2:5]1)([CH3:3])[CH3:2].OS([O-])=O.[Na+].CC1C=CC(S(O)(=O)=O)=CC=1.[NH2:35][C:36]1[CH:44]=[C:43]([O:45][CH3:46])[CH:42]=[C:41]([O:47][CH3:48])[C:37]=1[C:38]([NH2:40])=[O:39]. The catalyst is CC(N(C)C)=O.O. The product is [CH:1]([N:4]1[CH2:9][CH2:8][N:7]([CH2:10][C:11]2[CH:18]=[CH:17][C:14]([C:15]3[NH:40][C:38](=[O:39])[C:37]4[C:36](=[CH:44][C:43]([O:45][CH3:46])=[CH:42][C:41]=4[O:47][CH3:48])[N:35]=3)=[CH:13][CH:12]=2)[CH2:6][CH2:5]1)([CH3:3])[CH3:2]. The yield is 0.300. (4) The reactants are [C:1]([O:5][C:6]([N:8]1[CH2:13][CH:12]=[C:11](OS(C(F)(F)F)(=O)=O)[CH2:10][CH2:9]1)=[O:7])([CH3:4])([CH3:3])[CH3:2].[Li+].[Cl-].[C:24]1([C:33]2[CH:38]=[CH:37][CH:36]=[CH:35][CH:34]=2)[CH:29]=[CH:28][CH:27]=[C:26](B(O)O)[CH:25]=1.C([O-])([O-])=O.[Na+].[Na+]. The catalyst is COCCOC.C1C=CC([P]([Pd]([P](C2C=CC=CC=2)(C2C=CC=CC=2)C2C=CC=CC=2)([P](C2C=CC=CC=2)(C2C=CC=CC=2)C2C=CC=CC=2)[P](C2C=CC=CC=2)(C2C=CC=CC=2)C2C=CC=CC=2)(C2C=CC=CC=2)C2C=CC=CC=2)=CC=1.O. The product is [C:1]([O:5][C:6]([N:8]1[CH2:13][CH:12]=[C:11]([C:35]2[CH:34]=[C:33]([C:24]3[CH:29]=[CH:28][CH:27]=[CH:26][CH:25]=3)[CH:38]=[CH:37][CH:36]=2)[CH2:10][CH2:9]1)=[O:7])([CH3:4])([CH3:3])[CH3:2]. The yield is 0.720. (5) The reactants are [CH3:1][N:2]([S:31]([C:34]1[CH:39]=[CH:38][CH:37]=[CH:36][N:35]=1)(=[O:33])=[O:32])[C:3]1[CH:4]=[C:5]([O:24][CH2:25][C:26](OCC)=[O:27])[CH:6]=[C:7]2[C:11]=1[NH:10][C:9]([C:12]1[S:13][CH:14]([CH2:17][N:18]3[CH2:23][CH2:22][S:21][CH2:20][CH2:19]3)[CH2:15][N:16]=1)=[CH:8]2.[BH4-].[Li+].Cl.C(=O)([O-])O.[Na+]. The catalyst is O1CCCC1. The product is [OH:27][CH2:26][CH2:25][O:24][C:5]1[CH:6]=[C:7]2[C:11](=[C:3]([N:2]([CH3:1])[S:31]([C:34]3[CH:39]=[CH:38][CH:37]=[CH:36][N:35]=3)(=[O:32])=[O:33])[CH:4]=1)[NH:10][C:9]([C:12]1[S:13][CH:14]([CH2:17][N:18]3[CH2:23][CH2:22][S:21][CH2:20][CH2:19]3)[CH2:15][N:16]=1)=[CH:8]2. The yield is 0.550. (6) The reactants are [N:1]1[CH:6]=[CH:5][CH:4]=[CH:3][C:2]=1[C:7]1[N:8]=[C:9]([CH2:12][C:13]#[N:14])[NH:10][N:11]=1.C([O:17][C:18](=O)[CH:19]([C:24](=O)[CH3:25])[CH2:20][CH2:21][CH2:22][CH3:23])C.C([O-])(=O)C.[NH4+].O. The catalyst is C(Cl)(Cl)Cl.CO.C(O)C. The product is [CH2:20]([C:19]1[C:24]([CH3:25])=[C:12]([C:13]#[N:14])[C:9]2[N:10]([N:11]=[C:7]([C:2]3[CH:3]=[CH:4][CH:5]=[CH:6][N:1]=3)[N:8]=2)[C:18]=1[OH:17])[CH2:21][CH2:22][CH3:23]. The yield is 0.270.